Dataset: Forward reaction prediction with 1.9M reactions from USPTO patents (1976-2016). Task: Predict the product of the given reaction. (1) Given the reactants [NH2:1][CH2:2][C@@H:3]([C:5]1[CH:6]=[CH:7][C:8]([OH:16])=[C:9]([NH:11][S:12]([CH3:15])(=[O:14])=[O:13])[CH:10]=1)[OH:4].[CH2:17]([O:24][C:25]([C@H:27]1[CH2:31][CH2:30][CH2:29][N:28]1[S:32]([C:35]1[CH:40]=[CH:39][C:38]([N:41]2[CH2:46][CH2:45][C:44](=O)[CH2:43][CH2:42]2)=[CH:37][CH:36]=1)(=[O:34])=[O:33])=[O:26])[C:18]1[CH:23]=[CH:22][CH:21]=[CH:20][CH:19]=1, predict the reaction product. The product is: [CH2:17]([O:24][C:25]([C@H:27]1[CH2:31][CH2:30][CH2:29][N:28]1[S:32]([C:35]1[CH:36]=[CH:37][C:38]([N:41]2[CH2:46][CH2:45][CH:44]([NH:1][CH2:2][C@H:3]([OH:4])[C:5]3[CH:6]=[CH:7][C:8]([OH:16])=[C:9]([NH:11][S:12]([CH3:15])(=[O:14])=[O:13])[CH:10]=3)[CH2:43][CH2:42]2)=[CH:39][CH:40]=1)(=[O:33])=[O:34])=[O:26])[C:18]1[CH:19]=[CH:20][CH:21]=[CH:22][CH:23]=1. (2) Given the reactants [OH:1][C:2]1[CH:3]=[C:4]([CH:7]=[C:8]([N+:11]([O-:13])=[O:12])[C:9]=1[OH:10])[CH:5]=O.[C:14]1([C:20](=O)[CH2:21][C:22]2[CH:27]=[CH:26][CH:25]=[CH:24][CH:23]=2)[CH:19]=[CH:18][CH:17]=[CH:16][CH:15]=1.[NH2:29][C:30]([NH2:32])=[O:31].Cl, predict the reaction product. The product is: [OH:1][C:2]1[CH:3]=[C:4]([CH:5]2[C:21]([C:22]3[CH:27]=[CH:26][CH:25]=[CH:24][CH:23]=3)=[C:20]([C:14]3[CH:19]=[CH:18][CH:17]=[CH:16][CH:15]=3)[NH:32][C:30](=[O:31])[NH:29]2)[CH:7]=[C:8]([N+:11]([O-:13])=[O:12])[C:9]=1[OH:10].